From a dataset of Forward reaction prediction with 1.9M reactions from USPTO patents (1976-2016). Predict the product of the given reaction. (1) Given the reactants [F:1][C:2]1[C:7]([F:8])=[CH:6][CH:5]=[CH:4][C:3]=1[C:9]1[NH:17][C:12]2[CH:13]=[N:14][CH:15]=[CH:16][C:11]=2[N:10]=1.[OH-].[Na+].Cl[CH2:21][C:22]1[CH:27]=[CH:26][C:25]([O:28][C:29]([F:32])([F:31])[F:30])=[CH:24][CH:23]=1, predict the reaction product. The product is: [F:30][C:29]([F:31])([F:32])[O:28][C:25]1[CH:26]=[CH:27][C:22]([CH2:21][N:14]2[CH:15]=[CH:16][C:11]3=[N:10][C:9]([C:3]4[CH:4]=[CH:5][CH:6]=[C:7]([F:8])[C:2]=4[F:1])=[N:17][C:12]3=[CH:13]2)=[CH:23][CH:24]=1. (2) Given the reactants [SnH](CCCC)(CCCC)[CH2:2][CH2:3][CH2:4]C.[CH3:22][C:21](N=N[C:21]([C:24]#[N:25])([CH3:23])[CH3:22])([C:24]#[N:25])[CH3:23].C(Cl)Cl.N1[C:37]2[C:32](=[CH:33][CH:34]=[CH:35][CH:36]=2)[CH2:31][CH2:30]1.[CH:38]1[CH:43]=[CH:42][CH:41]=[CH:40][CH:39]=1, predict the reaction product. The product is: [C:38]1([C:21]2([CH:22]=[CH:4][CH:3]=[CH:2][CH2:23]2)[CH2:24][N:25]2[C:37]3[C:32](=[CH:33][CH:34]=[CH:35][CH:36]=3)[CH2:31][CH2:30]2)[CH:43]=[CH:42][CH:41]=[CH:40][CH:39]=1. (3) Given the reactants [NH:1]1[C:12]2[C:4](=[CH:5][CH:6]=[C:7]3[C:11]=2[CH:10]=[CH:9][NH:8]3)[CH:3]=[C:2]1[C:13]([OH:15])=O.[CH2:16]([CH:23]1[CH2:28][CH2:27][NH:26][CH2:25][CH2:24]1)[C:17]1[CH:22]=[CH:21][CH:20]=[CH:19][CH:18]=1, predict the reaction product. The product is: [CH2:16]([CH:23]1[CH2:28][CH2:27][N:26]([C:13]([C:2]2[NH:1][C:12]3[C:4]([CH:3]=2)=[CH:5][CH:6]=[C:7]2[C:11]=3[CH:10]=[CH:9][NH:8]2)=[O:15])[CH2:25][CH2:24]1)[C:17]1[CH:22]=[CH:21][CH:20]=[CH:19][CH:18]=1. (4) Given the reactants [H-].[Na+].[Br:3][C:4]1[C:5]([CH3:10])=[N:6][S:7][C:8]=1N.[NH2:11][C:12]1[C:21]([C:22]([O:24]N2C3C=C(Cl)C=CC=3N=N2)=[O:23])=[C:15]2[N:16]=[CH:17][C:18]([F:20])=[CH:19][N:14]2[N:13]=1.O, predict the reaction product. The product is: [NH2:11][C:12]1[C:21]([C:22]([O:24][C:8]2[S:7][N:6]=[C:5]([CH3:10])[C:4]=2[Br:3])=[O:23])=[C:15]2[N:16]=[CH:17][C:18]([F:20])=[CH:19][N:14]2[N:13]=1.